The task is: Predict the reactants needed to synthesize the given product.. This data is from Full USPTO retrosynthesis dataset with 1.9M reactions from patents (1976-2016). (1) Given the product [C:1]([C:5]1[CH:10]=[CH:9][C:8]([NH:11][C:12]([NH:13][C@@H:14]([CH2:20][CH3:21])[CH2:15][CH2:16][OH:17])=[O:22])=[CH:7][CH:6]=1)([CH3:4])([CH3:3])[CH3:2], predict the reactants needed to synthesize it. The reactants are: [C:1]([C:5]1[CH:10]=[CH:9][C:8]([NH:11][C:12](=[O:22])[NH:13][C@@H:14]([CH2:20][CH3:21])[CH2:15][C:16](OC)=[O:17])=[CH:7][CH:6]=1)([CH3:4])([CH3:3])[CH3:2].[Li+].[BH4-].O. (2) Given the product [NH2:23][C:21]1[N:20]=[CH:19][N:18]=[C:17]2[N:16]([CH:24]([CH3:26])[CH3:25])[N:15]=[C:14]([C:7]3[CH:8]=[CH:9][C:4]([CH2:3][C:1]#[N:2])=[CH:5][CH:6]=3)[C:22]=12, predict the reactants needed to synthesize it. The reactants are: [C:1]([CH2:3][C:4]1[CH:9]=[CH:8][C:7](B(O)O)=[CH:6][CH:5]=1)#[N:2].I[C:14]1[C:22]2[C:17](=[N:18][CH:19]=[N:20][C:21]=2[NH2:23])[N:16]([CH:24]([CH3:26])[CH3:25])[N:15]=1.C([O-])([O-])=O.[Na+].[Na+]. (3) Given the product [CH3:1][S:2]([C:5]1[CH:10]=[CH:9][C:8]([C:11]2[CH:16]=[C:15]([C:17]([F:20])([F:19])[F:18])[N:14]=[C:13]([N:21]([CH3:31])[CH:22]3[CH2:27][CH2:26][O:25][CH2:24][CH2:23]3)[N:12]=2)=[CH:7][CH:6]=1)(=[O:3])=[O:4], predict the reactants needed to synthesize it. The reactants are: [CH3:1][S:2]([C:5]1[CH:10]=[CH:9][C:8]([C:11]2[CH:16]=[C:15]([C:17]([F:20])([F:19])[F:18])[N:14]=[C:13]([NH:21][CH:22]3[CH2:27][CH2:26][O:25][CH2:24][CH2:23]3)[N:12]=2)=[CH:7][CH:6]=1)(=[O:4])=[O:3].[H-].[Na+].I[CH3:31]. (4) Given the product [Br:1][C:2]1[CH:3]=[C:4]([C:15]([O:17][CH2:18][CH3:19])=[O:16])[S:5][C:6]=1[C:7]1[CH:12]=[CH:11][CH:10]=[C:9]([Cl:14])[CH:8]=1, predict the reactants needed to synthesize it. The reactants are: [Br:1][C:2]1[CH:3]=[C:4]([C:15]([O:17][CH2:18][CH3:19])=[O:16])[S:5][C:6]=1[C:7]1[CH:12]=[C:11](F)[CH:10]=[C:9]([Cl:14])[CH:8]=1.BrC1C=C(C(OCC)=O)SC=1Br. (5) Given the product [Cl:12][C:13]1[CH:14]=[C:15]([CH:38]=[CH:39][C:40]=1[Cl:41])[CH2:16][N:17]1[CH2:22][CH2:21][N:20]([CH:5]2[CH2:6][CH2:7][CH2:8][CH2:9][CH:4]2[N+:1]([O-:3])=[O:2])[CH2:19][CH2:18]1, predict the reactants needed to synthesize it. The reactants are: [N+:1]([C:4]1[CH2:9][CH2:8][CH2:7][CH2:6][CH:5]=1)([O-:3])=[O:2].Cl.Cl.[Cl:12][C:13]1[CH:14]=[C:15]([CH:38]=[CH:39][C:40]=1[Cl:41])[CH2:16][N:17]1[CH2:22][CH2:21][N:20](C[C@@H](NC(=O)C2C=CC(C)=CC=2)C(C)C)[CH2:19][CH2:18]1.C(N(CC)CC)C. (6) Given the product [CH3:10][N:11]([CH2:6][C:5]1[CH:8]=[CH:9][C:2]([I:1])=[CH:3][CH:4]=1)[CH3:12], predict the reactants needed to synthesize it. The reactants are: [I:1][C:2]1[CH:9]=[CH:8][C:5]([CH2:6]Br)=[CH:4][CH:3]=1.[CH3:10][NH:11][CH3:12]. (7) Given the product [CH2:2]([O:4][C:5](=[O:9])[CH2:6][CH2:7][NH:8][CH:10]1[CH2:13][CH2:12][CH2:11]1)[CH3:3], predict the reactants needed to synthesize it. The reactants are: Cl.[CH2:2]([O:4][C:5](=[O:9])[CH2:6][CH2:7][NH2:8])[CH3:3].[C:10]1(=O)[CH2:13][CH2:12][CH2:11]1.C([O-])(=O)C.[Na+].C(O[BH-](OC(=O)C)OC(=O)C)(=O)C.[Na+]. (8) Given the product [O:1]1[C:6]2[CH:7]=[CH:8][C:9]([OH:21])=[CH:10][C:5]=2[O:4][CH2:3][CH2:2]1, predict the reactants needed to synthesize it. The reactants are: [O:1]1[C:6]2[CH:7]=[CH:8][C:9](C=O)=[CH:10][C:5]=2[O:4][CH2:3][CH2:2]1.ClC1C=CC=C(C(OO)=[O:21])C=1. (9) Given the product [C:1]([O:5][C:6](=[O:20])[NH:7][C:8]1[CH:13]=[CH:12][C:11]([CH:14]([CH3:15])[CH3:16])=[CH:10][C:9]=1[NH2:17])([CH3:3])([CH3:2])[CH3:4], predict the reactants needed to synthesize it. The reactants are: [C:1]([O:5][C:6](=[O:20])[NH:7][C:8]1[CH:13]=[CH:12][C:11]([CH:14]([CH3:16])[CH3:15])=[CH:10][C:9]=1[N+:17]([O-])=O)([CH3:4])([CH3:3])[CH3:2]. (10) Given the product [C:66]([C:64]1[C:63]([F:68])=[CH:62][C:61]([F:69])=[C:60]([C@:44]23[CH2:58][O:59][C@@H:41]([CH2:40][O:39][CH3:32])[CH2:42][C@H:43]2[CH2:48][S:47][C:46]([NH:49][C:50](=[O:57])[C:51]2[CH:56]=[CH:55][CH:54]=[CH:53][CH:52]=2)=[N:45]3)[CH:65]=1)#[N:67], predict the reactants needed to synthesize it. The reactants are: BrC1C(F)=CC(F)=C([C@]23CO[C@@H](COC)C[C@H]2CSC(NC(=O)C2C=CC=CC=2)=N3)C=1.[CH2:32]([O:39][CH2:40][C@@H:41]1[O:59][CH2:58][C:44]2([C:60]3[CH:65]=[C:64]([C:66]#[N:67])[C:63]([F:68])=[CH:62][C:61]=3[F:69])[N:45]=[C:46]([NH:49][C:50](=[O:57])[C:51]3[CH:56]=[CH:55][CH:54]=[CH:53][CH:52]=3)[S:47][CH2:48][CH:43]2[CH2:42]1)C1C=CC=CC=1.